Dataset: Catalyst prediction with 721,799 reactions and 888 catalyst types from USPTO. Task: Predict which catalyst facilitates the given reaction. (1) Product: [CH:10]1([CH2:2][C:3]2[C:4]([CH3:21])=[CH:5][CH2:6][C:7]=2[CH3:8])[C:18]2[C:13](=[CH:14][CH:15]=[CH:16][CH:17]=2)[CH:12]=[CH:11]1. The catalyst class is: 207. Reactant: O[CH2:2][C:3]1[C:4](=O)[CH2:5][CH2:6][C:7]=1[CH3:8].[CH:10]1([Li])[C:18]2[C:13](=[CH:14][CH:15]=[CH:16][CH:17]=2)[CH:12]=[CH:11]1.O.[CH3:21]CCCCC. (2) The catalyst class is: 22. Product: [CH3:28][S:38]([C:3]1[N:4]=[CH:5][C:6]2[CH:12]=[C:11]([C:13]3[CH:18]=[CH:17][CH:16]=[CH:15][C:14]=3[CH3:19])[C:10](=[O:20])[N:9]([CH:21]3[CH2:26][CH2:25][O:24][CH2:23][CH2:22]3)[C:7]=2[N:8]=1)(=[O:41])=[O:39]. Reactant: CS[C:3]1[N:4]=[CH:5][C:6]2[CH:12]=[C:11]([C:13]3[CH:18]=[CH:17][CH:16]=[CH:15][C:14]=3[CH3:19])[C:10](=[O:20])[N:9]([CH:21]3[CH2:26][CH2:25][O:24][CH2:23][CH2:22]3)[C:7]=2[N:8]=1.Cl[C:28]1C=CC=C(C(OO)=O)C=1.[S:38](=[O:41])(O)[O-:39].[Na+].C(=O)(O)[O-].[Na+]. (3) Reactant: [C:1]([C:4]1[C:5]([CH3:19])=[N:6][N:7]([C:10]2[CH:17]=[CH:16][C:13]([C:14]#[N:15])=[C:12]([Cl:18])[CH:11]=2)[C:8]=1[CH3:9])(=[O:3])[CH3:2].[Cl:20][C:21]1[CH:26]=[CH:25][C:24]([Mg]Br)=[CH:23][CH:22]=1.C1COCC1.[Cl-].[NH4+]. Product: [Cl:18][C:12]1[CH:11]=[C:10]([N:7]2[C:8]([CH3:9])=[C:4]([C:1]([C:24]3[CH:25]=[CH:26][C:21]([Cl:20])=[CH:22][CH:23]=3)([OH:3])[CH3:2])[C:5]([CH3:19])=[N:6]2)[CH:17]=[CH:16][C:13]=1[C:14]#[N:15]. The catalyst class is: 1. (4) Reactant: [CH2:1]([O:8][C:9]1[CH:17]=[C:16]([O:18][CH2:19][C:20]2[CH:25]=[CH:24][CH:23]=[CH:22][CH:21]=2)[C:15]([C:26]([CH3:28])=[CH2:27])=[CH:14][C:10]=1[C:11](O)=[O:12])[C:2]1[CH:7]=[CH:6][CH:5]=[CH:4][CH:3]=1.Cl.C(N=C=N)C.ON1C2C=CC=CC=2N=N1.Cl.Cl.[CH2:47]1[C:55]2[C:50](=[CH:51][C:52]([C:56]3([OH:63])[CH2:61][CH2:60][N:59]([CH3:62])[CH2:58][CH2:57]3)=[CH:53][CH:54]=2)[CH2:49][NH:48]1.C(N(CC)CC)C. Product: [CH2:1]([O:8][C:9]1[CH:17]=[C:16]([O:18][CH2:19][C:20]2[CH:21]=[CH:22][CH:23]=[CH:24][CH:25]=2)[C:15]([C:26]([CH3:28])=[CH2:27])=[CH:14][C:10]=1[C:11]([N:48]1[CH2:49][C:50]2[C:55](=[CH:54][CH:53]=[C:52]([C:56]3([OH:63])[CH2:61][CH2:60][N:59]([CH3:62])[CH2:58][CH2:57]3)[CH:51]=2)[CH2:47]1)=[O:12])[C:2]1[CH:3]=[CH:4][CH:5]=[CH:6][CH:7]=1. The catalyst class is: 3. (5) Reactant: [CH3:1][C:2]1[O:3][C:4]2[C:9]([C:10](=[O:12])[CH:11]=1)=[CH:8][CH:7]=[CH:6][C:5]=2[CH:13]=[C:14]([C:23](=O)[CH3:24])[C:15]([C:17]1[CH:22]=[CH:21][CH:20]=[CH:19][CH:18]=1)=[O:16].[NH2:26]/[C:27](/[CH3:33])=[CH:28]\[C:29]([O:31][CH3:32])=[O:30]. The catalyst class is: 8. Product: [C:15]([C:14]1[CH:13]([C:5]2[CH:6]=[CH:7][CH:8]=[C:9]3[C:4]=2[O:3][C:2]([CH3:1])=[CH:11][C:10]3=[O:12])[C:28]([C:29]([O:31][CH3:32])=[O:30])=[C:27]([CH3:33])[NH:26][C:23]=1[CH3:24])(=[O:16])[C:17]1[CH:18]=[CH:19][CH:20]=[CH:21][CH:22]=1. (6) Reactant: [CH3:1][N:2]1[CH2:7][CH2:6][N:5]([C:8](Cl)=[O:9])[CH2:4][CH2:3]1.[CH:11]1[C:16]([N+:17]([O-:19])=[O:18])=[CH:15][C:14]([Cl:20])=[C:13]([NH:21][C:22]([C:24]2[CH:25]=[C:26]([Cl:31])[CH:27]=[CH:28][C:29]=2[OH:30])=[O:23])[CH:12]=1.O. Product: [CH3:1][N:2]1[CH2:7][CH2:6][N:5]([C:8]([O:30][C:29]2[CH:28]=[CH:27][C:26]([Cl:31])=[CH:25][C:24]=2[C:22](=[O:23])[NH:21][C:13]2[CH:12]=[CH:11][C:16]([N+:17]([O-:19])=[O:18])=[CH:15][C:14]=2[Cl:20])=[O:9])[CH2:4][CH2:3]1. The catalyst class is: 383.